Dataset: Catalyst prediction with 721,799 reactions and 888 catalyst types from USPTO. Task: Predict which catalyst facilitates the given reaction. Reactant: [Cl:1][C:2]1[C:20]([Cl:21])=[CH:19][C:5]([C:6]([NH:8][C:9]2[CH:10]=[CH:11][C:12]([C:15]([O:17][CH3:18])=[O:16])=[N:13][CH:14]=2)=[O:7])=[C:4](F)[CH:3]=1.[F:23][C:24]1[CH:29]=[CH:28][C:27]([OH:30])=[C:26]([O:31][CH3:32])[CH:25]=1.C([O-])([O-])=O.[K+].[K+]. Product: [Cl:1][C:2]1[C:20]([Cl:21])=[CH:19][C:5]([C:6]([NH:8][C:9]2[CH:10]=[CH:11][C:12]([C:15]([O:17][CH3:18])=[O:16])=[N:13][CH:14]=2)=[O:7])=[C:4]([O:30][C:27]2[CH:28]=[CH:29][C:24]([F:23])=[CH:25][C:26]=2[O:31][CH3:32])[CH:3]=1. The catalyst class is: 3.